Dataset: Retrosynthesis with 50K atom-mapped reactions and 10 reaction types from USPTO. Task: Predict the reactants needed to synthesize the given product. (1) The reactants are: COCC(=O)Cl.O=C(NCC(F)(F)F)Nc1cccc(-c2cnc3cc(-c4cnn(C5CCNCC5)c4)cnn23)c1. Given the product COCC(=O)N1CCC(n2cc(-c3cnn4c(-c5cccc(NC(=O)NCC(F)(F)F)c5)cnc4c3)cn2)CC1, predict the reactants needed to synthesize it. (2) Given the product COC(=O)COc1ncccc1-c1ccc(Cl)c(C(=O)NCC23CC4CC(CC(C4)C2)C3)c1, predict the reactants needed to synthesize it. The reactants are: COC(=O)CO.O=C(NCC12CC3CC(CC(C3)C1)C2)c1cc(-c2cccnc2Cl)ccc1Cl.